Dataset: Full USPTO retrosynthesis dataset with 1.9M reactions from patents (1976-2016). Task: Predict the reactants needed to synthesize the given product. Given the product [CH2:1]([NH:8][C:9]1[C:10]([C:19]([O:21][CH2:22][CH3:23])=[O:20])=[CH:11][N:12]([CH3:18])[C:13](=[O:17])[C:14]=1[C:15]#[N:24])[C:2]1[CH:7]=[CH:6][CH:5]=[CH:4][CH:3]=1, predict the reactants needed to synthesize it. The reactants are: [CH2:1]([NH:8][C:9]1[C:10]([C:19]([O:21][CH2:22][CH3:23])=[O:20])=[CH:11][N:12]([CH3:18])[C:13](=[O:17])[C:14]=1[CH:15]=O)[C:2]1[CH:7]=[CH:6][CH:5]=[CH:4][CH:3]=1.[NH2:24]O.C(=O)([O-])O.[Na+].